From a dataset of Forward reaction prediction with 1.9M reactions from USPTO patents (1976-2016). Predict the product of the given reaction. Given the reactants [Br-].[CH:2]1([CH2:6][P+](C2C=CC=CC=2)(C2C=CC=CC=2)C2C=CC=CC=2)[CH2:5][CH2:4][CH2:3]1.C[Si]([N-][Si](C)(C)C)(C)C.[Na+].[CH3:36][N:37]([CH3:57])[C:38]([C:40]1[N:41]=[C:42]([C@H:45]([CH2:54][CH:55]=O)[CH2:46][C:47]([O:49][C:50]([CH3:53])([CH3:52])[CH3:51])=[O:48])[O:43][CH:44]=1)=[O:39].O, predict the reaction product. The product is: [CH:2]1(/[CH:6]=[CH:55]\[CH2:54][C@@H:45]([C:42]2[O:43][CH:44]=[C:40]([C:38]([N:37]([CH3:57])[CH3:36])=[O:39])[N:41]=2)[CH2:46][C:47]([O:49][C:50]([CH3:53])([CH3:52])[CH3:51])=[O:48])[CH2:3][CH2:4][CH2:5]1.